Dataset: Reaction yield outcomes from USPTO patents with 853,638 reactions. Task: Predict the reaction yield, written as a fraction of the theoretical maximum amount of product (1.0 means a 100% yield; for example, 0.34 means a 34% yield). The reactants are [NH2:1][C:2]1[CH:32]=[CH:31][C:5]([CH2:6][NH:7][C:8]2[N:13]3[CH:14]=[CH:15][N:16]=[C:12]3[C:11]([C:17]([NH2:19])=[O:18])=[C:10]([NH:20][C:21]3[CH:26]=[C:25]([O:27][CH3:28])[CH:24]=[C:23]([O:29][CH3:30])[CH:22]=3)[N:9]=2)=[CH:4][CH:3]=1.[CH:33]1([CH:36]=O)[CH2:35][CH2:34]1.[C:38]([OH:41])(=O)[CH3:39].[NH:42]1CCCC[CH2:43]1. The catalyst is CCO. The product is [C:43]([C:39](=[CH:36][CH:33]1[CH2:34][CH2:35]1)[C:38]([NH:1][C:2]1[CH:32]=[CH:31][C:5]([CH2:6][NH:7][C:8]2[N:13]3[CH:14]=[CH:15][N:16]=[C:12]3[C:11]([C:17]([NH2:19])=[O:18])=[C:10]([NH:20][C:21]3[CH:26]=[C:25]([O:27][CH3:28])[CH:24]=[C:23]([O:29][CH3:30])[CH:22]=3)[N:9]=2)=[CH:4][CH:3]=1)=[O:41])#[N:42]. The yield is 0.130.